From a dataset of Forward reaction prediction with 1.9M reactions from USPTO patents (1976-2016). Predict the product of the given reaction. (1) The product is: [O:1]=[C:2]1[CH2:7][CH:6]([C:8]([O:10][CH3:11])=[O:9])[CH2:5][CH2:4][NH:3]1. Given the reactants [O:1]=[C:2]1[CH2:7][CH:6]([C:8]([OH:10])=[O:9])[CH2:5][CH2:4][NH:3]1.[C:11](=O)([O-])[O-].[K+].[K+].IC, predict the reaction product. (2) Given the reactants [F:1][C:2]1[CH:3]=[C:4]([CH:12]([CH2:19][CH3:20])[CH2:13][C:14]([O:16][CH2:17][CH3:18])=[O:15])[CH:5]=[C:6]([C@H:9]2[CH2:11][O:10]2)[C:7]=1[F:8].[CH3:21][C:22]([NH2:33])([CH3:32])[CH2:23][CH2:24][CH2:25][C:26]1[CH:31]=[CH:30][CH:29]=[CH:28][CH:27]=1, predict the reaction product. The product is: [CH3:32][C:22]([NH:33][CH2:11][C@H:9]([C:6]1[CH:5]=[C:4]([CH:12]([CH2:19][CH3:20])[CH2:13][C:14]([O:16][CH2:17][CH3:18])=[O:15])[CH:3]=[C:2]([F:1])[C:7]=1[F:8])[OH:10])([CH3:21])[CH2:23][CH2:24][CH2:25][C:26]1[CH:31]=[CH:30][CH:29]=[CH:28][CH:27]=1. (3) Given the reactants [N+:1]([C:4]1[CH:9]=[CH:8][C:7]([N:10]2[CH2:15][CH2:14][NH:13][CH2:12][CH2:11]2)=[CH:6][CH:5]=1)([O-:3])=[O:2].CCN(CC)CC.Cl[C:24]([O:26][CH2:27][C:28]1[CH:33]=[CH:32][CH:31]=[CH:30][CH:29]=1)=[O:25], predict the reaction product. The product is: [N+:1]([C:4]1[CH:5]=[CH:6][C:7]([N:10]2[CH2:15][CH2:14][N:13]([C:24]([O:26][CH2:27][C:28]3[CH:33]=[CH:32][CH:31]=[CH:30][CH:29]=3)=[O:25])[CH2:12][CH2:11]2)=[CH:8][CH:9]=1)([O-:3])=[O:2].